This data is from Full USPTO retrosynthesis dataset with 1.9M reactions from patents (1976-2016). The task is: Predict the reactants needed to synthesize the given product. (1) Given the product [NH:1]1[C:9]2[CH2:8][CH2:7][CH2:6][NH:5][C:4]=2[CH:3]=[N:2]1, predict the reactants needed to synthesize it. The reactants are: [NH:1]1[C:9]2[C:4](=[N:5][CH:6]=[CH:7][CH:8]=2)[CH:3]=[N:2]1.[OH-].[NH4+]. (2) Given the product [Br:8][C:9]1[CH:10]=[C:11]([NH:15][C:16]2[C:25]3[C:20](=[CH:21][C:22]([O:43][CH3:44])=[C:23]([NH:26][CH:27]4[CH2:28][CH2:29][NH:30][CH2:31][CH2:32]4)[CH:24]=3)[N:19]=[CH:18][N:17]=2)[CH:12]=[CH:13][CH:14]=1, predict the reactants needed to synthesize it. The reactants are: FC(F)(F)C([O-])=O.[Br:8][C:9]1[CH:10]=[C:11]([NH:15][C:16]2[C:25]3[C:20](=[CH:21][C:22]([O:43][CH3:44])=[C:23]([NH:26][CH:27]4[CH2:32][CH2:31][N:30](C(OCC5C=CC=CC=5)=O)[CH2:29][CH2:28]4)[CH:24]=3)[N:19]=[CH:18][N:17]=2)[CH:12]=[CH:13][CH:14]=1. (3) Given the product [CH:1]1[C:10]2[C:5](=[CH:6][CH:7]=[CH:8][CH:9]=2)[CH:4]=[CH:3][C:2]=1[CH2:11][C:12]([NH:14][C:15]1[N:16]=[CH:17][N:18]2[C:22]([C:23]([F:25])([F:24])[F:26])=[C:21]([C:27]([OH:29])=[O:28])[S:20][C:19]=12)=[O:13], predict the reactants needed to synthesize it. The reactants are: [CH:1]1[C:10]2[C:5](=[CH:6][CH:7]=[CH:8][CH:9]=2)[CH:4]=[CH:3][C:2]=1[CH2:11][C:12]([NH:14][C:15]1[N:16]=[CH:17][N:18]2[C:22]([C:23]([F:26])([F:25])[F:24])=[C:21]([C:27]([O-:29])=[O:28])[S:20][C:19]=12)=[O:13].[OH-].[Li+].C(O)(=O)C.